Dataset: Peptide-MHC class II binding affinity with 134,281 pairs from IEDB. Task: Regression. Given a peptide amino acid sequence and an MHC pseudo amino acid sequence, predict their binding affinity value. This is MHC class II binding data. (1) The peptide sequence is DRDFIEGVHGGTWVS. The MHC is HLA-DQA10201-DQB10303 with pseudo-sequence HLA-DQA10201-DQB10303. The binding affinity (normalized) is 0. (2) The peptide sequence is SRLLEDKVNLNQVIQ. The MHC is DRB1_0101 with pseudo-sequence DRB1_0101. The binding affinity (normalized) is 0.116. (3) The peptide sequence is YDKFLAQVSTVLTGK. The MHC is DRB1_0701 with pseudo-sequence DRB1_0701. The binding affinity (normalized) is 0.756. (4) The peptide sequence is GSMAKKGDEQKLRSA. The MHC is DRB1_1101 with pseudo-sequence DRB1_1101. The binding affinity (normalized) is 0.222. (5) The peptide sequence is VPKKKKDKDIPQSSE. The MHC is H-2-IAb with pseudo-sequence H-2-IAb. The binding affinity (normalized) is 0. (6) The peptide sequence is KQQGIRYANPIAFFR. The MHC is HLA-DPA10201-DPB11401 with pseudo-sequence HLA-DPA10201-DPB11401. The binding affinity (normalized) is 0.509. (7) The binding affinity (normalized) is 0.0604. The MHC is HLA-DQA10102-DQB10604 with pseudo-sequence HLA-DQA10102-DQB10604. The peptide sequence is GVAGLLVALAV.